Task: Regression. Given two drug SMILES strings and cell line genomic features, predict the synergy score measuring deviation from expected non-interaction effect.. Dataset: NCI-60 drug combinations with 297,098 pairs across 59 cell lines (1) Drug 1: CNC(=O)C1=CC=CC=C1SC2=CC3=C(C=C2)C(=NN3)C=CC4=CC=CC=N4. Drug 2: CC(C)NC(=O)C1=CC=C(C=C1)CNNC.Cl. Cell line: BT-549. Synergy scores: CSS=7.42, Synergy_ZIP=1.90, Synergy_Bliss=2.67, Synergy_Loewe=0.450, Synergy_HSA=0.709. (2) Drug 1: C1CN1C2=NC(=NC(=N2)N3CC3)N4CC4. Drug 2: CC1=C(C(=O)C2=C(C1=O)N3CC4C(C3(C2COC(=O)N)OC)N4)N. Cell line: U251. Synergy scores: CSS=53.8, Synergy_ZIP=-2.49, Synergy_Bliss=-3.27, Synergy_Loewe=2.15, Synergy_HSA=5.21. (3) Drug 1: C1CN1C2=NC(=NC(=N2)N3CC3)N4CC4. Drug 2: CCC1(C2=C(COC1=O)C(=O)N3CC4=CC5=C(C=CC(=C5CN(C)C)O)N=C4C3=C2)O.Cl. Cell line: MDA-MB-231. Synergy scores: CSS=35.9, Synergy_ZIP=-8.07, Synergy_Bliss=-3.15, Synergy_Loewe=0.767, Synergy_HSA=2.54. (4) Drug 1: CC(CN1CC(=O)NC(=O)C1)N2CC(=O)NC(=O)C2. Drug 2: CN(CCCl)CCCl.Cl. Cell line: SF-268. Synergy scores: CSS=16.8, Synergy_ZIP=-5.62, Synergy_Bliss=2.90, Synergy_Loewe=1.14, Synergy_HSA=2.14. (5) Drug 2: C(CN)CNCCSP(=O)(O)O. Cell line: NCI-H522. Drug 1: CCCS(=O)(=O)NC1=C(C(=C(C=C1)F)C(=O)C2=CNC3=C2C=C(C=N3)C4=CC=C(C=C4)Cl)F. Synergy scores: CSS=-10.0, Synergy_ZIP=-0.180, Synergy_Bliss=-13.5, Synergy_Loewe=-15.7, Synergy_HSA=-14.3. (6) Cell line: SK-OV-3. Drug 2: COCCOC1=C(C=C2C(=C1)C(=NC=N2)NC3=CC=CC(=C3)C#C)OCCOC.Cl. Synergy scores: CSS=4.89, Synergy_ZIP=-4.27, Synergy_Bliss=-3.20, Synergy_Loewe=-3.78, Synergy_HSA=-2.01. Drug 1: C1=CN(C=N1)CC(O)(P(=O)(O)O)P(=O)(O)O. (7) Drug 1: CN1C(=O)N2C=NC(=C2N=N1)C(=O)N. Drug 2: C1=NNC2=C1C(=O)NC=N2. Cell line: IGROV1. Synergy scores: CSS=-1.98, Synergy_ZIP=0.0737, Synergy_Bliss=-1.18, Synergy_Loewe=-2.59, Synergy_HSA=-2.55. (8) Cell line: EKVX. Synergy scores: CSS=24.2, Synergy_ZIP=4.87, Synergy_Bliss=8.30, Synergy_Loewe=9.88, Synergy_HSA=10.3. Drug 2: C1=CC(=CC=C1CCCC(=O)O)N(CCCl)CCCl. Drug 1: CC1C(C(CC(O1)OC2CC(CC3=C2C(=C4C(=C3O)C(=O)C5=C(C4=O)C(=CC=C5)OC)O)(C(=O)C)O)N)O.Cl. (9) Drug 1: C1=NC2=C(N1)C(=S)N=CN2. Drug 2: C1CCC(C(C1)N)N.C(=O)(C(=O)[O-])[O-].[Pt+4]. Cell line: NCIH23. Synergy scores: CSS=28.4, Synergy_ZIP=-10.9, Synergy_Bliss=-5.58, Synergy_Loewe=-0.932, Synergy_HSA=-1.81. (10) Drug 1: COC1=C2C(=CC3=C1OC=C3)C=CC(=O)O2. Drug 2: CC(C)CN1C=NC2=C1C3=CC=CC=C3N=C2N. Cell line: DU-145. Synergy scores: CSS=3.81, Synergy_ZIP=1.54, Synergy_Bliss=4.23, Synergy_Loewe=-0.877, Synergy_HSA=-0.285.